This data is from Catalyst prediction with 721,799 reactions and 888 catalyst types from USPTO. The task is: Predict which catalyst facilitates the given reaction. (1) Reactant: [Cl:1][C:2]1[CH:3]=[CH:4][C:5]2[N:6]([CH:8]=[C:9]([NH:11][C:12]([C:14]3[CH:19]=[CH:18][C:17]([C:20]4([C:23]([O:25]C)=[O:24])[CH2:22][CH2:21]4)=[CH:16][CH:15]=3)=[O:13])[N:10]=2)[CH:7]=1.[OH-].[K+]. Product: [Cl:1][C:2]1[CH:3]=[CH:4][C:5]2[N:6]([CH:8]=[C:9]([NH:11][C:12]([C:14]3[CH:19]=[CH:18][C:17]([C:20]4([C:23]([OH:25])=[O:24])[CH2:21][CH2:22]4)=[CH:16][CH:15]=3)=[O:13])[N:10]=2)[CH:7]=1. The catalyst class is: 214. (2) Reactant: [CH3:1][C:2]1[CH:3]=[CH:4][CH:5]=[C:6]2[C:11]=1[N:10]=[C:9]([NH:12][C:13]1[CH:14]=[C:15]([C:22](O)=[O:23])[C:16]3[CH:17]=[N:18][NH:19][C:20]=3[CH:21]=1)[N:8]=[CH:7]2.C[N:26](C(ON1N=NC2C=CC=NC1=2)=[N+](C)C)C.F[P-](F)(F)(F)(F)F.[Cl-].[NH4+].C(N(CC)C(C)C)(C)C. Product: [CH3:1][C:2]1[CH:3]=[CH:4][CH:5]=[C:6]2[C:11]=1[N:10]=[C:9]([NH:12][C:13]1[CH:14]=[C:15]([C:22]([NH2:26])=[O:23])[C:16]3[CH:17]=[N:18][NH:19][C:20]=3[CH:21]=1)[N:8]=[CH:7]2. The catalyst class is: 39.